This data is from Cav3 T-type calcium channel HTS with 100,875 compounds. The task is: Binary Classification. Given a drug SMILES string, predict its activity (active/inactive) in a high-throughput screening assay against a specified biological target. The drug is O=C(Nc1cc2ncn(C3CCCCC3)c2cc1)C. The result is 0 (inactive).